Task: Binary Classification. Given a drug SMILES string, predict its activity (active/inactive) in a high-throughput screening assay against a specified biological target.. Dataset: Tyrosyl-DNA phosphodiesterase HTS with 341,365 compounds (1) The molecule is O=C1N(c2c(N3CCN(CC3)c3ccccc3)ncnc2NC1Cc1ccccc1)Cc1ccc(OC)cc1. The result is 0 (inactive). (2) The drug is O(CC(=O)N1CCCCC1)C(=O)CCC(=O)N(CCCCC)c1c(n(CCCC)c(=O)[nH]c1=O)N. The result is 0 (inactive). (3) The compound is O=c1n(nc(c2c1cccc2)C)CC(=O)Nc1ccc(cc1)C(=O)N(C)C. The result is 0 (inactive). (4) The result is 0 (inactive). The compound is S=c1n(c(n[nH]1)c1c2c(nc(c1)c1ccc(cc1)CC)cccc2)CC.